Task: Predict which catalyst facilitates the given reaction.. Dataset: Catalyst prediction with 721,799 reactions and 888 catalyst types from USPTO (1) The catalyst class is: 2. Product: [F:27][C:25]1[CH:24]=[CH:23][C:19]([C:20]([NH:2][CH2:3][C:4]([O:6][CH2:7][CH3:8])=[O:5])=[O:21])=[C:18]([C:17]([F:16])([F:28])[F:29])[CH:26]=1. Reactant: Cl.[NH2:2][CH2:3][C:4]([O:6][CH2:7][CH3:8])=[O:5].C(N(CC)CC)C.[F:16][C:17]([F:29])([F:28])[C:18]1[CH:26]=[C:25]([F:27])[CH:24]=[CH:23][C:19]=1[C:20](Cl)=[O:21]. (2) Reactant: [O:1]1[CH2:6][CH2:5][N:4]([C:7]2[C:8]([NH2:26])=[N:9][C:10]3[C:15]([CH:16]=2)=[CH:14][C:13](B2OC(C)(C)C(C)(C)O2)=[CH:12][CH:11]=3)[CH2:3][CH2:2]1.[Cl:27][C:28]1[C:29](I)=[C:30]([C:34]([N:36]2[CH2:40][CH2:39][CH2:38][CH2:37]2)=[O:35])[CH:31]=[CH:32][CH:33]=1.C1(P(C2C=CC=CC=2)C2C=CC=CC=2)C=CC=CC=1.P([O-])([O-])([O-])=O.[K+].[K+].[K+]. Product: [NH2:26][C:8]1[C:7]([N:4]2[CH2:3][CH2:2][O:1][CH2:6][CH2:5]2)=[CH:16][C:15]2[C:10](=[CH:11][CH:12]=[C:13]([C:29]3[C:28]([Cl:27])=[CH:33][CH:32]=[CH:31][C:30]=3[C:34]([N:36]3[CH2:40][CH2:39][CH2:38][CH2:37]3)=[O:35])[CH:14]=2)[N:9]=1. The catalyst class is: 318. (3) Reactant: [NH2:1][C:2]([C:4]1[C:14]([NH:15][CH:16]([CH2:19][CH3:20])[CH2:17][CH3:18])=[CH:13][C:7]([C:8]([O:10]CC)=[O:9])=[C:6]([Cl:21])[CH:5]=1)=[O:3].[OH-].[Na+]. Product: [NH2:1][C:2]([C:4]1[C:14]([NH:15][CH:16]([CH2:19][CH3:20])[CH2:17][CH3:18])=[CH:13][C:7]([C:8]([OH:10])=[O:9])=[C:6]([Cl:21])[CH:5]=1)=[O:3]. The catalyst class is: 5. (4) Reactant: Cl[C:2]1[S:3][C:4]([C:7](=[O:9])[CH3:8])=[CH:5][N:6]=1.[C:10]1([S-:16])[CH:15]=[CH:14][CH:13]=[CH:12][CH:11]=1.[Na+].CC(C)=O.[OH-].[Na+]. Product: [C:10]1([S:16][C:2]2[S:3][C:4]([C:7](=[O:9])[CH3:8])=[CH:5][N:6]=2)[CH:15]=[CH:14][CH:13]=[CH:12][CH:11]=1. The catalyst class is: 6.